Dataset: Full USPTO retrosynthesis dataset with 1.9M reactions from patents (1976-2016). Task: Predict the reactants needed to synthesize the given product. (1) Given the product [F:17][C:18]1[CH:26]=[CH:25][CH:24]=[C:23]2[C:19]=1[C:20](=[CH:28][NH:16][C:13]1[CH:12]=[CH:11][C:10]([O:9][CH2:8][CH2:7][N:1]3[CH2:2][CH2:3][CH2:4][CH2:5][CH2:6]3)=[CH:15][CH:14]=1)[C:21](=[O:27])[NH:22]2, predict the reactants needed to synthesize it. The reactants are: [N:1]1([CH2:7][CH2:8][O:9][C:10]2[CH:15]=[CH:14][C:13]([NH2:16])=[CH:12][CH:11]=2)[CH2:6][CH2:5][CH2:4][CH2:3][CH2:2]1.[F:17][C:18]1[CH:26]=[CH:25][CH:24]=[C:23]2[C:19]=1[C:20](=[CH:28]O)[C:21](=[O:27])[NH:22]2. (2) Given the product [O:38]1[C:34]2=[CH:35][CH:36]=[CH:37][C:33]2=[CH:32][CH:31]=[C:30]1[C:25]1[CH:26]=[CH:27][CH:28]=[CH:29][C:24]=1[C:20]1[O:21][C:22]([CH3:23])=[C:18]([CH2:17][CH2:16][O:15][C:12]2[CH:11]=[CH:10][C:9]([O:8][C:5]([CH3:7])([CH3:6])[C:4]([OH:39])=[O:3])=[CH:14][CH:13]=2)[N:19]=1, predict the reactants needed to synthesize it. The reactants are: C([O:3][C:4](=[O:39])[C:5]([O:8][C:9]1[CH:14]=[CH:13][C:12]([O:15][CH2:16][CH2:17][C:18]2[N:19]=[C:20]([C:24]3[CH:29]=[CH:28][CH:27]=[CH:26][C:25]=3[C:30]3[O:38][C:34]4=[CH:35][CH:36]=[CH:37][C:33]4=[CH:32][CH:31]=3)[O:21][C:22]=2[CH3:23])=[CH:11][CH:10]=1)([CH3:7])[CH3:6])C.[OH-].[Li+].C(O)C.Cl.